From a dataset of Peptide-MHC class I binding affinity with 185,985 pairs from IEDB/IMGT. Regression. Given a peptide amino acid sequence and an MHC pseudo amino acid sequence, predict their binding affinity value. This is MHC class I binding data. (1) The peptide sequence is GIAWYVTSI. The MHC is HLA-A02:01 with pseudo-sequence HLA-A02:01. The binding affinity (normalized) is 0.541. (2) The peptide sequence is GLRWHVRAF. The MHC is HLA-B15:01 with pseudo-sequence HLA-B15:01. The binding affinity (normalized) is 0.595. (3) The peptide sequence is TYCHSCDSTF. The binding affinity (normalized) is 0.192. The MHC is H-2-Kd with pseudo-sequence H-2-Kd. (4) The peptide sequence is ALRANSAVK. The MHC is HLA-A11:01 with pseudo-sequence HLA-A11:01. The binding affinity (normalized) is 0.245. (5) The peptide sequence is YQKKNASVY. The MHC is HLA-B27:05 with pseudo-sequence HLA-B27:05. The binding affinity (normalized) is 0.212. (6) The peptide sequence is LLDAHIPQLVA. The MHC is HLA-A02:02 with pseudo-sequence HLA-A02:02. The binding affinity (normalized) is 0.451. (7) The peptide sequence is NIYETEFFM. The MHC is HLA-A25:01 with pseudo-sequence HLA-A25:01. The binding affinity (normalized) is 0.0847. (8) The peptide sequence is DFLKDDTLSK. The MHC is HLA-A11:01 with pseudo-sequence HLA-A11:01. The binding affinity (normalized) is 0.200. (9) The peptide sequence is KILSDENYL. The MHC is HLA-A68:01 with pseudo-sequence HLA-A68:01. The binding affinity (normalized) is 0. (10) The peptide sequence is DTSNPKTPKY. The MHC is HLA-A24:02 with pseudo-sequence HLA-A24:02. The binding affinity (normalized) is 0.